Dataset: Experimentally validated miRNA-target interactions with 360,000+ pairs, plus equal number of negative samples. Task: Binary Classification. Given a miRNA mature sequence and a target amino acid sequence, predict their likelihood of interaction. (1) The miRNA is hsa-miR-302c-5p with sequence UUUAACAUGGGGGUACCUGCUG. The protein sequence of the target gene is MASTTTCTRFTDEYQLFEELGKGAFSVVRRCMKIPTGQEYAAKIINTKKLSARDHQKLEREARICRLLKHPNIVRLHDSISEEGFHYLVFDLVTGGELFEDIVAREYYSEADASHCIQQILESVNHCHLNGIVHRDLKPENLLLASKSKGAAVKLADFGLAIEVQGDQQAWFGFAGTPGYLSPEVLRKDPYGKPVDMWACGVILYILLVGYPPFWDEDQHRLYQQIKAGAYDFPSPEWDTVTPEAKDLINKMLTINPAKRITASEALKHPWICQRSTVASMMHRQETVDCLKKFNARRKL.... Result: 0 (no interaction). (2) The miRNA is hsa-miR-5094 with sequence AAUCAGUGAAUGCCUUGAACCU. The protein sequence of the target gene is MAAQKINEGLEHLAKAEKYLKTGFLKWKPDYDSAASEYGKAAVAFKNAKQFEQAKDACLREAVAHENNRALFHAAKAYEQAGMMLKEMQKLPEAVQLIEKASMMYLENGTPDTAAMALERAGKLIENVDPEKAVQLYQQTANVFENEERLRQAVELLGKASRLLVRGRRFDEAALSIQKEKNIYKEIENYPTCYKKTIAQVLVHLHRNDYVAAERCVRESYSIPGFNGSEDCAALEQLLEGYDQQDQDQVSDVCNSPLFKYMDNDYAKLGLSLVVPGGGIKKKSPATPQAKPDGVTATAA.... Result: 1 (interaction). (3) The miRNA is hsa-miR-6884-5p with sequence AGAGGCUGAGAAGGUGAUGUUG. The protein sequence of the target gene is MLLLLLPLLWGRERAEGQTSKLLTMQSSVTVQEGLCVHVPCSFSYPSHGWIYPGPVVHGYWFREGANTDQDAPVATNNPARAVWEETRDRFHLLGDPHTKNCTLSIRDARRSDAGRYFFRMEKGSIKWNYKHHRLSVNVTALTHRPNILIPGTLESGCPQNLTCSVPWACEQGTPPMISWIGTSVSPLDPSTTRSSVLTLIPQPQDHGTSLTCQVTFPGASVTTNKTVHLNVSYPPQNLTMTVFQGDGTVSTVLGNGSSLSLPEGQSLRLVCAVDAVDSNPPARLSLSWRGLTLCPSQPS.... Result: 1 (interaction). (4) The miRNA is hsa-miR-4712-5p with sequence UCCAGUACAGGUCUCUCAUUUC. The protein sequence of the target gene is MATSGDCPRSESQGEEPAECSEAGLLQEGVQPEEFVAIADYAATDETQLSFLRGEKILILRQTTADWWWGERAGCCGYIPANHVGKHVDEYDPEDTWQDEEYFGSYGTLKLHLEMLADQPRTTKYHSVILQNKESLTDKVILDVGCGTGIISLFCAHYARPRAVYAVEASEMAQHTGQLVLQNGFADIITVYQQKVEDVVLPEKVDVLVSEWMGTCLLFEFMIESILYARDAWLKEDGVIWPTMAALHLVPCSADKDYRSKVLFWDNAYEFNLSALKSLAVKEFFSKPKYNHILKPEDCL.... Result: 0 (no interaction). (5) The miRNA is mmu-miR-547-3p with sequence CUUGGUACAUCUUUGAGUGAG. The protein sequence of the target gene is MRQPYLSSREVSSSRKRWRTFPVDCVAMCGDCVEKEYPNRGNTCLENGSFLLNFTGCAVCSKRDFMLITNKSLKEEDGEEIVTYDHLCKNCHHVIARHEYTFSIMDEFQEYTMLCLLCGKAEDTISILPDDPRQMTLLF. Result: 0 (no interaction). (6) The miRNA is hsa-miR-10b-3p with sequence ACAGAUUCGAUUCUAGGGGAAU. The protein sequence of the target gene is METSQETSLFLVKILEELDSKQNTVSYQDLCKSLCARFDLSQLAKLRSVLFYTACLDPNFPATLFKDKMKCTVNNQQSKKIMVAADIVTIFNLIQMNGGAAKEKLPTGRQKVRKKEASFESCRSDTEICNAAECEPLNCELSERSFSRGYPIRQSSKCRKMDCKDCPQFVPASEPNFLLGVSKEVKNRAASLDRLQALAPYSVTSPQPCEMQRTYFPMNIENESISDQDSLPINQSIKETFISNEEPFVVQSCVQKRNIFKEDFHNLMAVSPSLVGPISKAENEHREPQSRKEPHKPPFF.... Result: 0 (no interaction).